Dataset: Reaction yield outcomes from USPTO patents with 853,638 reactions. Task: Predict the reaction yield, written as a fraction of the theoretical maximum amount of product (1.0 means a 100% yield; for example, 0.34 means a 34% yield). The reactants are C([O:3][C:4]([C@H:6]1[CH2:11][CH2:10][C@H:9]([N:12]2[CH:16]=[CH:15][CH:14]=[N:13]2)[CH2:8][CH2:7]1)=[O:5])C.[OH-].[Na+].Cl. The catalyst is O1CCOCC1. The product is [N:12]1([C@H:9]2[CH2:8][CH2:7][C@H:6]([C:4]([OH:5])=[O:3])[CH2:11][CH2:10]2)[CH:16]=[CH:15][CH:14]=[N:13]1. The yield is 0.960.